The task is: Predict the product of the given reaction.. This data is from Forward reaction prediction with 1.9M reactions from USPTO patents (1976-2016). (1) Given the reactants C([O:4][C:5]1[CH:10]=[C:9]([S:11]([CH3:14])(=[O:13])=[O:12])[CH:8]=[CH:7][C:6]=1[C:15]1[CH:24]=[CH:23][C:22]2[C:17](=[CH:18][CH:19]=[C:20]([O:25]C)[CH:21]=2)[C:16]=1[C:27]([C:29]1[CH:34]=[CH:33][C:32]([O:35][CH2:36][CH2:37][N:38]2[CH2:43][CH2:42][CH2:41][CH2:40][CH2:39]2)=[CH:31][CH:30]=1)=[O:28])(C)C.Cl.B(Br)(Br)Br.C([O-])(O)=O.[Na+], predict the reaction product. The product is: [OH:25][C:20]1[CH:21]=[C:22]2[C:17](=[CH:18][CH:19]=1)[C:16]([C:27]([C:29]1[CH:30]=[CH:31][C:32]([O:35][CH2:36][CH2:37][N:38]3[CH2:39][CH2:40][CH2:41][CH2:42][CH2:43]3)=[CH:33][CH:34]=1)=[O:28])=[C:15]([C:6]1[CH:7]=[CH:8][C:9]([S:11]([CH3:14])(=[O:13])=[O:12])=[CH:10][C:5]=1[OH:4])[CH:24]=[CH:23]2. (2) Given the reactants Cl.[F:2][C:3]1[CH:4]=[CH:5][C:6]2[O:10][N:9]=[C:8]([N:11]3[CH2:16][CH2:15][NH:14][CH2:13][CH2:12]3)[C:7]=2[CH:17]=1.[C:18]([O:22][C:23](=[O:34])[NH:24][C@H:25]1[CH2:30][CH2:29][C@H:28]([CH2:31][CH:32]=O)[CH2:27][CH2:26]1)([CH3:21])([CH3:20])[CH3:19], predict the reaction product. The product is: [C:18]([O:22][C:23](=[O:34])[NH:24][C@H:25]1[CH2:26][CH2:27][C@H:28]([CH2:31][CH2:32][N:14]2[CH2:13][CH2:12][N:11]([C:8]3[C:7]4[CH:17]=[C:3]([F:2])[CH:4]=[CH:5][C:6]=4[O:10][N:9]=3)[CH2:16][CH2:15]2)[CH2:29][CH2:30]1)([CH3:21])([CH3:20])[CH3:19]. (3) Given the reactants N#N.[NH:3]1[C:7]2[CH:8]=[CH:9][CH:10]=[CH:11][C:6]=2[N:5]=[C:4]1[C@H:12]([NH:22][C:23](=[O:37])[NH:24][CH:25]1[CH2:29][CH2:28][N:27](C(OC(C)(C)C)=O)[CH2:26]1)[CH2:13][C:14]1[CH:19]=[CH:18][C:17]([O:20][CH3:21])=[CH:16][CH:15]=1.FC(F)(F)S(O[Si](C(C)(C)C)(C)C)(=O)=O, predict the reaction product. The product is: [NH:3]1[C:7]2[CH:8]=[CH:9][CH:10]=[CH:11][C:6]=2[N:5]=[C:4]1[C@H:12]([NH:22][C:23]([NH:24][CH:25]1[CH2:29][CH2:28][NH:27][CH2:26]1)=[O:37])[CH2:13][C:14]1[CH:15]=[CH:16][C:17]([O:20][CH3:21])=[CH:18][CH:19]=1. (4) Given the reactants [OH:1][C:2]1([C:15]2[S:16][C:17]([C:20]3[CH:25]=[C:24]([CH3:26])[CH:23]=[C:22]([NH:27][C:28]4[CH:33]=[C:32]([CH3:34])[CH:31]=[CH:30][N:29]=4)[N:21]=3)=[CH:18][N:19]=2)[C:10]2[C:5](=[CH:6][C:7]([C:11]([O:13]C)=[O:12])=[CH:8][CH:9]=2)[CH2:4][CH2:3]1.[OH-].[Na+], predict the reaction product. The product is: [OH:1][C:2]1([C:15]2[S:16][C:17]([C:20]3[CH:25]=[C:24]([CH3:26])[CH:23]=[C:22]([NH:27][C:28]4[CH:33]=[C:32]([CH3:34])[CH:31]=[CH:30][N:29]=4)[N:21]=3)=[CH:18][N:19]=2)[C:10]2[C:5](=[CH:6][C:7]([C:11]([OH:13])=[O:12])=[CH:8][CH:9]=2)[CH2:4][CH2:3]1. (5) Given the reactants CN(C)CC#C[C:6]1[CH:7]=[C:8]([C@@H:12]2[C@@H:16](C3C=CC=C(F)C=3)[O:15][C:14](=O)N2)[CH:9]=NC=1.Br[C:27]1[CH:28]=[C:29]([C@@H:33]2[C@@H:37]([C:38]3[CH:43]=[C:42]([F:44])[CH:41]=[CH:40][C:39]=3[F:45])[O:36][C:35](=[O:46])[NH:34]2)[CH:30]=[N:31][CH:32]=1.C(C1CCOCC1)#C, predict the reaction product. The product is: [F:45][C:39]1[CH:40]=[CH:41][C:42]([F:44])=[CH:43][C:38]=1[C@H:37]1[O:36][C:35](=[O:46])[NH:34][C@@H:33]1[C:29]1[CH:30]=[N:31][CH:32]=[C:27]([C:6]#[C:7][CH:8]2[CH2:9][CH2:14][O:15][CH2:16][CH2:12]2)[CH:28]=1. (6) Given the reactants [CH:1]([C:4]1[S:5][C:6]2[CH:12]=[CH:11][C:10]([N+:13]([O-])=O)=[CH:9][C:7]=2[N:8]=1)([CH3:3])[CH3:2].S1C2C=CC(N)=CC=2N=C1, predict the reaction product. The product is: [CH:1]([C:4]1[S:5][C:6]2[CH:12]=[CH:11][C:10]([NH2:13])=[CH:9][C:7]=2[N:8]=1)([CH3:3])[CH3:2].